From a dataset of Reaction yield outcomes from USPTO patents with 853,638 reactions. Predict the reaction yield, written as a fraction of the theoretical maximum amount of product (1.0 means a 100% yield; for example, 0.34 means a 34% yield). (1) The reactants are [CH:1]1([NH:6][C:7]2[N:12]=[C:11]([C:13]3[C:14]([CH:22]([C:24]4[CH:29]=[CH:28][CH:27]=[CH:26][CH:25]=4)[OH:23])=[N:15][N:16]4[CH:21]=[CH:20][CH:19]=[CH:18][C:17]=34)[CH:10]=[CH:9][N:8]=2)[CH2:5][CH2:4][CH2:3][CH2:2]1. The catalyst is C(Cl)(Cl)Cl.ClCCl.[O-2].[O-2].[Mn+4]. The product is [CH:1]1([NH:6][C:7]2[N:12]=[C:11]([C:13]3[C:14]([C:22]([C:24]4[CH:25]=[CH:26][CH:27]=[CH:28][CH:29]=4)=[O:23])=[N:15][N:16]4[CH:21]=[CH:20][CH:19]=[CH:18][C:17]=34)[CH:10]=[CH:9][N:8]=2)[CH2:2][CH2:3][CH2:4][CH2:5]1. The yield is 0.890. (2) The yield is 0.910. The catalyst is C(O)C.C1CCCCC=1.[OH-].[OH-].[Pd+2]. The reactants are C([O:8][C:9]1[C:14]([C:15]([F:18])([F:17])[F:16])=[C:13]([O:19]CC2C=CC=CC=2)[CH:12]=[CH:11][C:10]=1[C:27](=[O:29])[CH3:28])C1C=CC=CC=1. The product is [OH:8][C:9]1[C:14]([C:15]([F:16])([F:17])[F:18])=[C:13]([OH:19])[CH:12]=[CH:11][C:10]=1[C:27](=[O:29])[CH3:28].